From a dataset of Forward reaction prediction with 1.9M reactions from USPTO patents (1976-2016). Predict the product of the given reaction. Given the reactants [CH3:1][N:2]1[C:6]([C:7]2[CH:12]=[CH:11][C:10]([NH:13][C:14]3[N:15]=[CH:16][C:17]4[C:22]([CH:23]=3)=[CH:21][C:20]([C:24]3[CH:25]=[N:26][N:27]([CH:29]5[CH2:34][CH2:33][N:32](C(OC(C)(C)C)=O)[CH2:31][CH2:30]5)[CH:28]=3)=[CH:19][CH:18]=4)=[C:9]([O:42][CH3:43])[CH:8]=2)=[CH:5][N:4]=[C:3]1[CH3:44].C(O)(C(F)(F)F)=O, predict the reaction product. The product is: [CH3:1][N:2]1[C:6]([C:7]2[CH:12]=[CH:11][C:10]([NH:13][C:14]3[N:15]=[CH:16][C:17]4[C:22]([CH:23]=3)=[CH:21][C:20]([C:24]3[CH:25]=[N:26][N:27]([CH:29]5[CH2:34][CH2:33][NH:32][CH2:31][CH2:30]5)[CH:28]=3)=[CH:19][CH:18]=4)=[C:9]([O:42][CH3:43])[CH:8]=2)=[CH:5][N:4]=[C:3]1[CH3:44].